From a dataset of Catalyst prediction with 721,799 reactions and 888 catalyst types from USPTO. Predict which catalyst facilitates the given reaction. Reactant: [CH3:1][C:2]1[C:6]([C:7]([OH:9])=O)=[CH:5][O:4][N:3]=1.S(Cl)(Cl)=O.[NH2:14][C:15]1[CH:16]=[C:17]([CH:30]=[CH:31][CH:32]=1)[C:18]([C:20]1[CH:28]=[C:27]2[C:23]([CH2:24][C:25](=[O:29])[NH:26]2)=[CH:22][CH:21]=1)=[O:19]. Product: [O:29]=[C:25]1[CH2:24][C:23]2[C:27](=[CH:28][C:20]([C:18]([C:17]3[CH:16]=[C:15]([NH:14][C:7]([C:6]4[C:2]([CH3:1])=[N:3][O:4][CH:5]=4)=[O:9])[CH:32]=[CH:31][CH:30]=3)=[O:19])=[CH:21][CH:22]=2)[NH:26]1. The catalyst class is: 1.